This data is from Full USPTO retrosynthesis dataset with 1.9M reactions from patents (1976-2016). The task is: Predict the reactants needed to synthesize the given product. (1) The reactants are: [OH:1][C:2]1[CH:14]=[CH:13][C:5]2[N:6]=[C:7]([C:9]([O:11]C)=[O:10])[S:8][C:4]=2[CH:3]=1.[OH-].[Na+].Cl. Given the product [OH:1][C:2]1[CH:14]=[CH:13][C:5]2[N:6]=[C:7]([C:9]([OH:11])=[O:10])[S:8][C:4]=2[CH:3]=1, predict the reactants needed to synthesize it. (2) Given the product [ClH:26].[CH:1]([C:4]1[O:5][CH:6]=[C:7](/[CH:9]=[CH:10]/[C:11]2[C:12]([OH:22])=[N:13][N:14]([C:16]3[CH:17]=[CH:18][CH:19]=[CH:20][CH:21]=3)[CH:15]=2)[N:8]=1)([CH3:3])[CH3:2], predict the reactants needed to synthesize it. The reactants are: [CH:1]([C:4]1[O:5][CH:6]=[C:7](/[CH:9]=[CH:10]/[C:11]2[C:12]([O:22]COC)=[N:13][N:14]([C:16]3[CH:21]=[CH:20][CH:19]=[CH:18][CH:17]=3)[CH:15]=2)[N:8]=1)([CH3:3])[CH3:2].[ClH:26]. (3) The reactants are: [C:1](N1C=CN=C1)(N1C=CN=C1)=[O:2].[N:13]1[CH:18]=[CH:17][CH:16]=[C:15]([CH2:19][OH:20])[CH:14]=1.[NH2:21][C:22]1[S:23][CH:24]=[C:25]([CH2:27][C:28]([OH:30])=[O:29])[N:26]=1.C1CCN2C(=NCCC2)CC1.C(N(CC)CC)C. Given the product [N:13]1[CH:18]=[CH:17][CH:16]=[C:15]([CH2:19][O:20][C:1]([NH:21][C:22]2[S:23][CH:24]=[C:25]([CH2:27][C:28]([OH:30])=[O:29])[N:26]=2)=[O:2])[CH:14]=1, predict the reactants needed to synthesize it. (4) The reactants are: [C:1]1([CH2:7][CH2:8][CH2:9][CH2:10][CH2:11][CH2:12][CH2:13][CH2:14][NH:15][C:16](=[O:35])[C:17]2[CH:22]=[C:21]([C:23]3[CH:28]=[CH:27][C:26]([F:29])=[C:25]([Cl:30])[CH:24]=3)[C:20]([O:31][CH2:32][CH2:33][OH:34])=[CH:19][CH:18]=2)[CH:6]=[CH:5][CH:4]=[CH:3][CH:2]=1.CC#N.C[N+]1([O-])CC[O:43]CC1.O. Given the product [Cl:30][C:25]1[CH:24]=[C:23]([C:21]2[CH:22]=[C:17]([C:16](=[O:35])[NH:15][CH2:14][CH2:13][CH2:12][CH2:11][CH2:10][CH2:9][CH2:8][CH2:7][C:1]3[CH:6]=[CH:5][CH:4]=[CH:3][CH:2]=3)[CH:18]=[CH:19][C:20]=2[O:31][CH2:32][C:33]([OH:43])=[O:34])[CH:28]=[CH:27][C:26]=1[F:29], predict the reactants needed to synthesize it. (5) Given the product [C:2]([C:6]1[N:10]([CH2:11][CH:12]2[CH2:17][CH2:16][O:15][CH2:14][CH2:13]2)[C:9]2[CH:18]=[CH:19][C:20]([N:22]([CH2:23][CH3:24])[S:35]([C:32]3[CH:31]=[CH:30][C:29]([NH:28][C:25](=[O:27])[CH3:26])=[CH:34][CH:33]=3)(=[O:37])=[O:36])=[CH:21][C:8]=2[N:7]=1)([CH3:5])([CH3:3])[CH3:4], predict the reactants needed to synthesize it. The reactants are: Cl.[C:2]([C:6]1[N:10]([CH2:11][CH:12]2[CH2:17][CH2:16][O:15][CH2:14][CH2:13]2)[C:9]2[CH:18]=[CH:19][C:20]([NH:22][CH2:23][CH3:24])=[CH:21][C:8]=2[N:7]=1)([CH3:5])([CH3:4])[CH3:3].[C:25]([NH:28][C:29]1[CH:34]=[CH:33][C:32]([S:35](Cl)(=[O:37])=[O:36])=[CH:31][CH:30]=1)(=[O:27])[CH3:26]. (6) Given the product [C:19]([C:18]1[CH:21]=[C:14]([NH:13][C:6]([C:5]2[S:1][C:2]3[CH:12]=[CH:11][CH:10]=[CH:9][C:3]=3[CH:4]=2)=[O:8])[CH:15]=[CH:16][C:17]=1[N:22]1[CH2:27][CH2:26][CH:25]([OH:28])[CH2:24][CH2:23]1)#[N:20], predict the reactants needed to synthesize it. The reactants are: [S:1]1[C:5]([C:6]([OH:8])=O)=[CH:4][C:3]2[CH:9]=[CH:10][CH:11]=[CH:12][C:2]1=2.[NH2:13][C:14]1[CH:15]=[CH:16][C:17]([N:22]2[CH2:27][CH2:26][CH:25]([OH:28])[CH2:24][CH2:23]2)=[C:18]([CH:21]=1)[C:19]#[N:20].